This data is from Buchwald-Hartwig C-N cross coupling reaction yields with 55,370 reactions. The task is: Predict the reaction yield, written as a fraction of the theoretical maximum amount of product (1.0 means a 100% yield; for example, 0.34 means a 34% yield). (1) No catalyst specified. The reactants are COc1ccc(Br)cc1.Cc1ccc(N)cc1.O=S(=O)(O[Pd]1c2ccccc2-c2ccccc2N~1)C(F)(F)F.COc1ccc(OC)c(P(C(C)(C)C)C(C)(C)C)c1-c1c(C(C)C)cc(C(C)C)cc1C(C)C.CN(C)C(=NC(C)(C)C)N(C)C.CCOC(=O)c1ccon1. The yield is 0.313. The product is COc1ccc(Nc2ccc(C)cc2)cc1. (2) The reactants are CCc1ccc(Br)cc1.Cc1ccc(N)cc1.O=S(=O)(O[Pd]1c2ccccc2-c2ccccc2N~1)C(F)(F)F.COc1ccc(OC)c(P(C(C)(C)C)C(C)(C)C)c1-c1c(C(C)C)cc(C(C)C)cc1C(C)C.CCN=P(N=P(N(C)C)(N(C)C)N(C)C)(N(C)C)N(C)C.c1ccc(-c2ccno2)cc1. No catalyst specified. The product is CCc1ccc(Nc2ccc(C)cc2)cc1. The yield is 0.195. (3) The reactants are COc1ccc(Br)cc1.Cc1ccc(N)cc1.O=S(=O)(O[Pd]1c2ccccc2-c2ccccc2N~1)C(F)(F)F.CC(C)c1cc(C(C)C)c(-c2ccccc2P(C(C)(C)C)C(C)(C)C)c(C(C)C)c1.CN(C)C(=NC(C)(C)C)N(C)C.c1ccc(-c2ccon2)cc1. The yield is 0.454. The product is COc1ccc(Nc2ccc(C)cc2)cc1. No catalyst specified. (4) The reactants are CCc1ccc(Br)cc1.Cc1ccc(N)cc1.O=S(=O)(O[Pd]1c2ccccc2-c2ccccc2N~1)C(F)(F)F.CC(C)c1cc(C(C)C)c(-c2ccccc2P(C(C)(C)C)C(C)(C)C)c(C(C)C)c1.CCN=P(N=P(N(C)C)(N(C)C)N(C)C)(N(C)C)N(C)C.Fc1cccc(F)c1-c1ccno1. No catalyst specified. The product is CCc1ccc(Nc2ccc(C)cc2)cc1. The yield is 0.248. (5) The reactants are COc1ccc(Br)cc1.Cc1ccc(N)cc1.O=S(=O)(O[Pd]1c2ccccc2-c2ccccc2N~1)C(F)(F)F.CC(C)c1cc(C(C)C)c(-c2ccccc2P(C(C)(C)C)C(C)(C)C)c(C(C)C)c1.CN(C)C(=NC(C)(C)C)N(C)C.CCOC(=O)c1cc(C)no1. The yield is 0.370. The product is COc1ccc(Nc2ccc(C)cc2)cc1. No catalyst specified. (6) The reactants are Clc1ccccn1.Cc1ccc(N)cc1.O=S(=O)(O[Pd]1c2ccccc2-c2ccccc2N~1)C(F)(F)F.CC(C)c1cc(C(C)C)c(-c2ccccc2P(C2CCCCC2)C2CCCCC2)c(C(C)C)c1.CCN=P(N=P(N(C)C)(N(C)C)N(C)C)(N(C)C)N(C)C.c1ccc(CN(Cc2ccccc2)c2ccno2)cc1. No catalyst specified. The product is Cc1ccc(Nc2ccccn2)cc1. The yield is 0.118. (7) No catalyst specified. The reactants are CCc1ccc(I)cc1.Cc1ccc(N)cc1.O=S(=O)(O[Pd]1c2ccccc2-c2ccccc2N~1)C(F)(F)F.COc1ccc(OC)c(P(C(C)(C)C)C(C)(C)C)c1-c1c(C(C)C)cc(C(C)C)cc1C(C)C.CN(C)C(=NC(C)(C)C)N(C)C.Cc1cc(-c2ccccc2)on1. The yield is 0.606. The product is CCc1ccc(Nc2ccc(C)cc2)cc1.